This data is from Forward reaction prediction with 1.9M reactions from USPTO patents (1976-2016). The task is: Predict the product of the given reaction. (1) The product is: [F:39][C:35]1[CH:34]=[C:33]([CH:38]=[CH:37][CH:36]=1)[O:32][C:29]1[CH:30]=[CH:31][C:26]([O:25][C:19]2[N:18]=[CH:17][C:16]([N:12]3[CH2:11][CH:10]4[CH:14]([CH2:15][NH:8][CH2:9]4)[CH2:13]3)=[CH:21][C:20]=2[C:22]([NH2:23])=[O:24])=[CH:27][CH:28]=1. Given the reactants C(OC([N:8]1[CH2:15][CH:14]2[CH:10]([CH2:11][N:12]([C:16]3[CH:17]=[N:18][C:19]([O:25][C:26]4[CH:31]=[CH:30][C:29]([O:32][C:33]5[CH:38]=[CH:37][CH:36]=[C:35]([F:39])[CH:34]=5)=[CH:28][CH:27]=4)=[C:20]([C:22](=[O:24])[NH2:23])[CH:21]=3)[CH2:13]2)[CH2:9]1)=O)(C)(C)C.Cl, predict the reaction product. (2) Given the reactants [CH3:1][S:2]([C:5]1[CH:10]=[CH:9][C:8]([CH2:11]C(O)=O)=[CH:7][CH:6]=1)(=[O:4])=[O:3].C[N:16]([C:18]([O:22]N1N=NC2C=CC=NC1=2)=[N+](C)C)C.F[P-](F)(F)(F)(F)F.[C:39]([O:43][C:44]([N:46]1[CH2:51][CH2:50][C:49](N)([CH2:52][CH3:53])[CH2:48][CH2:47]1)=[O:45])([CH3:42])([CH3:41])[CH3:40], predict the reaction product. The product is: [CH2:52]([C:49]1([C:18]([NH:16][CH2:11][C:8]2[CH:7]=[CH:6][C:5]([S:2]([CH3:1])(=[O:3])=[O:4])=[CH:10][CH:9]=2)=[O:22])[CH2:50][CH2:51][N:46]([C:44]([O:43][C:39]([CH3:42])([CH3:41])[CH3:40])=[O:45])[CH2:47][CH2:48]1)[CH3:53]. (3) Given the reactants [CH3:1][N:2]1[C:10]2[C:5](=[C:6]([CH3:11])[CH:7]=[CH:8][CH:9]=2)[C:4]([CH2:12][N:13]2[C:17]3[CH:18]=[CH:19][CH:20]=[CH:21][C:16]=3[N:15]([C@@H:22]([CH2:27][CH2:28][CH3:29])[CH2:23][C:24]([OH:26])=O)[C:14]2=[O:30])=[CH:3]1.C1N=CN(C(N2C=NC=C2)=O)C=1.[C:43]1([S:49]([NH2:52])(=[O:51])=[O:50])[CH:48]=[CH:47][CH:46]=[CH:45][CH:44]=1.C1CCN2C(=NCCC2)CC1.Cl, predict the reaction product. The product is: [CH3:1][N:2]1[C:10]2[C:5](=[C:6]([CH3:11])[CH:7]=[CH:8][CH:9]=2)[C:4]([CH2:12][N:13]2[C:17]3[CH:18]=[CH:19][CH:20]=[CH:21][C:16]=3[N:15]([C@@H:22]([CH2:27][CH2:28][CH3:29])[CH2:23][C:24]([NH:52][S:49]([C:43]3[CH:48]=[CH:47][CH:46]=[CH:45][CH:44]=3)(=[O:51])=[O:50])=[O:26])[C:14]2=[O:30])=[CH:3]1. (4) Given the reactants [CH3:1][C:2]1[CH:6]=[C:5]([CH3:7])[N:4]([CH2:8][C:9]([N:11]2[CH2:16][CH2:15][N:14]([C:17]3[CH:25]=[CH:24][CH:23]=[CH:22][C:18]=3[C:19](O)=[O:20])[CH2:13][CH2:12]2)=[O:10])[N:3]=1.C(Cl)(=O)C(Cl)=O.[NH2:32][C:33]1[CH:38]=[CH:37][N:36]=[CH:35][CH:34]=1.C(N(C(C)C)CC)(C)C, predict the reaction product. The product is: [CH3:1][C:2]1[CH:6]=[C:5]([CH3:7])[N:4]([CH2:8][C:9]([N:11]2[CH2:12][CH2:13][N:14]([C:17]3[CH:25]=[CH:24][CH:23]=[CH:22][C:18]=3[C:19]([NH:32][C:33]3[CH:38]=[CH:37][N:36]=[CH:35][CH:34]=3)=[O:20])[CH2:15][CH2:16]2)=[O:10])[N:3]=1. (5) Given the reactants C(OC(N1C[C@@H](C)N2[C@H](CC3C2=NC(Br)=CC=3)C1)=O)(C)(C)C.C(OC([C:28]1[N:36]([C@H:37]([CH3:47])[CH2:38][NH:39][C:40](OC(C)(C)C)=[O:41])[C:31]2=[N:32][CH:33]=[CH:34][CH:35]=[C:30]2[CH:29]=1)=O)C, predict the reaction product. The product is: [CH3:47][C@H:37]1[N:36]2[C:28](=[CH:29][C:30]3[C:31]2=[N:32][CH:33]=[CH:34][CH:35]=3)[C:40](=[O:41])[NH:39][CH2:38]1. (6) Given the reactants [F:1][C:2]1[CH:3]=[N:4][C:5]([NH:11][C:12]2[S:16][N:15]=[C:14]([CH3:17])[CH:13]=2)=[C:6]([CH:10]=1)[C:7]([OH:9])=O.[CH3:18][C:19]([NH2:23])([C:21]#[CH:22])[CH3:20].C1C=CC2N(O)N=NC=2C=1.CCN=C=NCCCN(C)C.CCN(C(C)C)C(C)C, predict the reaction product. The product is: [F:1][C:2]1[CH:3]=[N:4][C:5]([NH:11][C:12]2[S:16][N:15]=[C:14]([CH3:17])[CH:13]=2)=[C:6]([CH:10]=1)[C:7]([NH:23][C:19]([CH3:20])([C:21]#[CH:22])[CH3:18])=[O:9].